The task is: Predict the product of the given reaction.. This data is from Forward reaction prediction with 1.9M reactions from USPTO patents (1976-2016). (1) Given the reactants Cl[C:2]1[C:11]([N:12]([CH:14]([CH3:16])[CH3:15])[CH3:13])=[N:10][C:9]2[C:4](=[CH:5][CH:6]=[C:7]([C:17]([O:19]C)=[O:18])[CH:8]=2)[N:3]=1.[NH:21]1[C:29]2[C:24](=[CH:25][C:26](B(O)O)=[CH:27][CH:28]=2)[CH:23]=[CH:22]1.[O-]P([O-])([O-])=O.[K+].[K+].[K+], predict the reaction product. The product is: [NH:21]1[C:29]2[C:24](=[CH:25][C:26]([C:2]3[C:11]([N:12]([CH:14]([CH3:16])[CH3:15])[CH3:13])=[N:10][C:9]4[C:4](=[CH:5][CH:6]=[C:7]([C:17]([OH:19])=[O:18])[CH:8]=4)[N:3]=3)=[CH:27][CH:28]=2)[CH:23]=[CH:22]1. (2) Given the reactants [Li]CCCC.[C:6]1([C:12]2[N:13]=[CH:14][O:15][C:16]=2[C:17]2[CH:22]=[CH:21][CH:20]=[CH:19][CH:18]=2)[CH:11]=[CH:10][CH:9]=[CH:8][CH:7]=1.CN(C1C=CC=CN=1)[CH:25]=[O:26], predict the reaction product. The product is: [C:6]1([C:12]2[N:13]=[C:14]([CH:25]=[O:26])[O:15][C:16]=2[C:17]2[CH:18]=[CH:19][CH:20]=[CH:21][CH:22]=2)[CH:11]=[CH:10][CH:9]=[CH:8][CH:7]=1. (3) Given the reactants [NH2:1][C:2]1[CH:3]=[N:4][N:5]([CH3:20])[C:6]=1[C:7]1[CH2:12][CH2:11][N:10]([C:13]([O:15][C:16]([CH3:19])([CH3:18])[CH3:17])=[O:14])[CH2:9][CH:8]=1.CCN(C(C)C)C(C)C.C1CN([P+](ON2N=NC3C=CC=CC2=3)(N2CCCC2)N2CCCC2)CC1.F[P-](F)(F)(F)(F)F.[C:63]([O:67][C:68]([NH:70][C:71]1[S:75][C:74]([C:76]2[C:81]([F:82])=[CH:80][CH:79]=[CH:78][C:77]=2[F:83])=[N:73][C:72]=1[C:84](O)=[O:85])=[O:69])([CH3:66])([CH3:65])[CH3:64], predict the reaction product. The product is: [F:83][C:77]1[CH:78]=[CH:79][CH:80]=[C:81]([F:82])[C:76]=1[C:74]1[S:75][C:71]([NH:70][C:68](=[O:69])[O:67][C:63]([CH3:65])([CH3:64])[CH3:66])=[C:72]([C:84](=[O:85])[NH:1][C:2]2[CH:3]=[N:4][N:5]([CH3:20])[C:6]=2[C:7]2[CH2:12][CH2:11][N:10]([C:13]([O:15][C:16]([CH3:17])([CH3:19])[CH3:18])=[O:14])[CH2:9][CH:8]=2)[N:73]=1. (4) Given the reactants [Cl:1][C:2]1[CH:24]=[C:23]([Cl:25])[CH:22]=[CH:21][C:3]=1[CH2:4][N:5]1[C:9](/[CH:10]=[CH:11]/[C:12]([O:14][CH2:15][CH3:16])=[O:13])=[CH:8][C:7]([O:17][CH2:18][O:19][CH3:20])=[N:6]1, predict the reaction product. The product is: [Cl:1][C:2]1[CH:24]=[C:23]([Cl:25])[CH:22]=[CH:21][C:3]=1[CH2:4][N:5]1[C:9]([CH2:10][CH2:11][C:12]([O:14][CH2:15][CH3:16])=[O:13])=[CH:8][C:7]([O:17][CH2:18][O:19][CH3:20])=[N:6]1. (5) Given the reactants CO[C:3]([C:5]1[N:6]=[CH:7][NH:8][CH:9]=1)=[O:4].C(N(CC)CC)C.Cl[C:18]([C:31]1[CH:36]=[CH:35][CH:34]=[CH:33][CH:32]=1)([C:25]1[CH:30]=[CH:29][CH:28]=[CH:27][CH:26]=1)[C:19]1[CH:24]=[CH:23][CH:22]=[CH:21][CH:20]=1.[OH-].[Li+].[Cl:39]CCl, predict the reaction product. The product is: [C:18]([N:8]1[CH:9]=[C:5]([C:3]([Cl:39])=[O:4])[N:6]=[CH:7]1)([C:25]1[CH:26]=[CH:27][CH:28]=[CH:29][CH:30]=1)([C:31]1[CH:36]=[CH:35][CH:34]=[CH:33][CH:32]=1)[C:19]1[CH:20]=[CH:21][CH:22]=[CH:23][CH:24]=1. (6) Given the reactants [CH3:1][N:2]([CH3:4])[NH2:3].[Br:5][C:6]1[CH:11]=[CH:10][C:9]([CH2:12][CH:13]2[CH2:18][CH2:17][CH2:16][CH2:15][C:14]2=O)=[CH:8][CH:7]=1, predict the reaction product. The product is: [CH3:1][N:2]([CH3:4])[N:3]=[C:14]1[CH2:15][CH2:16][CH2:17][CH2:18][CH:13]1[CH2:12][C:9]1[CH:8]=[CH:7][C:6]([Br:5])=[CH:11][CH:10]=1. (7) Given the reactants [NH:1]1[CH2:6][CH2:5][O:4][CH2:3][CH2:2]1.[H-].[Na+].N[C@H](C(O)=O)CC1C=C2C(C=CC=C2)=CC=1.[Br:25][C:26]1[CH:33]=[CH:32][CH:31]=[CH:30][C:27]=1[CH2:28]Br, predict the reaction product. The product is: [Br:25][C:26]1[CH:33]=[CH:32][CH:31]=[CH:30][C:27]=1[CH2:28][N:1]1[CH2:6][CH2:5][O:4][CH2:3][CH2:2]1. (8) Given the reactants C(O[C:4](=[O:28])[CH2:5][C:6]([CH:8]1[CH2:13][N:12]([C:14]([O:16][C:17]([CH3:20])([CH3:19])[CH3:18])=[O:15])[CH:11]([C:21]([O:23][C:24]([CH3:27])([CH3:26])[CH3:25])=[O:22])[CH2:10][CH2:9]1)=O)C.[NH2:29][C:30]1[CH:34]=[CH:33][NH:32][N:31]=1, predict the reaction product. The product is: [OH:28][C:4]1[N:31]2[N:32]=[CH:33][CH:34]=[C:30]2[N:29]=[C:6]([CH:8]2[CH2:13][N:12]([C:14]([O:16][C:17]([CH3:18])([CH3:19])[CH3:20])=[O:15])[CH:11]([C:21]([O:23][C:24]([CH3:25])([CH3:26])[CH3:27])=[O:22])[CH2:10][CH2:9]2)[CH:5]=1.